Dataset: Reaction yield outcomes from USPTO patents with 853,638 reactions. Task: Predict the reaction yield, written as a fraction of the theoretical maximum amount of product (1.0 means a 100% yield; for example, 0.34 means a 34% yield). (1) The reactants are FC(F)(F)C(O)=O.[CH3:8][S:9]([C:12]1[CH:27]=[CH:26][C:15]2[N:16]([CH:20]3[CH2:25][CH2:24][NH:23][CH2:22][CH2:21]3)[C:17](=[O:19])[NH:18][C:14]=2[CH:13]=1)(=[O:11])=[O:10].Cl[CH2:29][C:30]([CH:32]1[CH2:37][CH2:36][CH:35]([CH:38]([CH3:40])[CH3:39])[CH2:34][CH2:33]1)=[O:31]. The catalyst is CN(C=O)C.O. The product is [CH:38]([CH:35]1[CH2:36][CH2:37][CH:32]([C:30](=[O:31])[CH2:29][N:23]2[CH2:22][CH2:21][CH:20]([N:16]3[C:15]4[CH:26]=[CH:27][C:12]([S:9]([CH3:8])(=[O:10])=[O:11])=[CH:13][C:14]=4[NH:18][C:17]3=[O:19])[CH2:25][CH2:24]2)[CH2:33][CH2:34]1)([CH3:40])[CH3:39]. The yield is 0.413. (2) The reactants are [Cl:1][C:2]1[CH:3]=[N+:4]([O-:44])[CH:5]=[C:6]([Cl:43])[C:7]=1[CH2:8][C@@H:9]([C:28]1[CH:33]=[CH:32][C:31]([O:34][CH:35]([F:37])[F:36])=[C:30]([O:38][CH2:39][CH:40]2[CH2:42][CH2:41]2)[CH:29]=1)[O:10][C:11](=[O:27])[CH2:12][N:13]1[C:21](=[O:22])[C:20]2[C:15](=[CH:16][CH:17]=[C:18]([N+:23]([O-])=O)[CH:19]=2)[C:14]1=[O:26].O.O.[Sn](Cl)Cl. The catalyst is C1COCC1. The product is [NH2:23][C:18]1[CH:17]=[CH:16][CH:15]=[C:20]2[C:19]=1[C:14](=[O:26])[N:13]([CH2:12][C:11]([O:10][C@H:9]([C:28]1[CH:33]=[CH:32][C:31]([O:34][CH:35]([F:36])[F:37])=[C:30]([O:38][CH2:39][CH:40]3[CH2:41][CH2:42]3)[CH:29]=1)[CH2:8][C:7]1[C:6]([Cl:43])=[CH:5][N+:4]([O-:44])=[CH:3][C:2]=1[Cl:1])=[O:27])[C:21]2=[O:22]. The yield is 0.660. (3) The reactants are [F:1][C:2]1[CH:10]=[C:9]2[C:5]([C:6]([C:20]3[CH:21]=[N:22][N:23]([C@@H:25]4[CH2:28][C@H:27]([C:29](O)=[O:30])[CH2:26]4)[CH:24]=3)=[CH:7][N:8]2[S:11]([C:14]2[CH:19]=[CH:18][CH:17]=[CH:16][CH:15]=2)(=[O:13])=[O:12])=[CH:4][CH:3]=1.[CH3:32][NH2:33]. No catalyst specified. The product is [F:1][C:2]1[CH:10]=[C:9]2[C:5]([C:6]([C:20]3[CH:21]=[N:22][N:23]([C@@H:25]4[CH2:26][C@H:27]([C:29]([NH:33][CH3:32])=[O:30])[CH2:28]4)[CH:24]=3)=[CH:7][N:8]2[S:11]([C:14]2[CH:19]=[CH:18][CH:17]=[CH:16][CH:15]=2)(=[O:13])=[O:12])=[CH:4][CH:3]=1. The yield is 0.960. (4) The product is [CH2:19]([N:21]([CH2:24][CH3:25])[CH2:22][CH2:23][CH2:36][N:38]([CH3:39])[C:30]([NH:11][C:7]1[CH:6]=[C:5]([O:4][C:3]2[CH:12]=[CH:13][C:14]([N+:16]([O-:18])=[O:17])=[CH:15][C:2]=2[F:1])[CH:10]=[CH:9][N:8]=1)=[O:29])[CH3:20]. The yield is 1.00. The reactants are [F:1][C:2]1[CH:15]=[C:14]([N+:16]([O-:18])=[O:17])[CH:13]=[CH:12][C:3]=1[O:4][C:5]1[CH:10]=[CH:9][N:8]=[C:7]([NH2:11])[CH:6]=1.[CH2:19]([N:21]([CH2:24][CH3:25])[CH2:22][CH3:23])[CH3:20].ClC([O:29][C:30]1C=CC=CC=1)=O.[CH2:36]([N:38](CC)[CH2:39]CCNC)C. The catalyst is O1CCCC1.C(OCC)(=O)C.CN(C)C=O. (5) The reactants are [H-].[Al+3].[Li+].[H-].[H-].[H-].C([O:9][C:10]([C:12]1[C:13]([C:18]([F:21])([F:20])[F:19])=[N:14][O:15][C:16]=1[CH3:17])=O)C.C(OCC)(=O)C.O. The catalyst is C1COCC1. The product is [CH3:17][C:16]1[O:15][N:14]=[C:13]([C:18]([F:21])([F:20])[F:19])[C:12]=1[CH2:10][OH:9]. The yield is 0.600. (6) The reactants are [CH2:1]([C:4]1[S:28][C:7]2[N:8]=[C:9]([C:25]([OH:27])=O)[N:10]=[C:11]([N:12]3[CH2:17][CH2:16][N:15]4[C:18]([C:21]([F:24])([F:23])[F:22])=[N:19][N:20]=[C:14]4[CH2:13]3)[C:6]=2[CH:5]=1)[CH2:2][CH3:3].[NH2:29][C:30]1[CH:35]=[CH:34][CH:33]=[CH:32][CH:31]=1.CN(C(ON1N=NC2C=CC=NC1=2)=[N+](C)C)C.F[P-](F)(F)(F)(F)F.C(N(CC)CC)C. The catalyst is CN(C)C=O. The product is [C:30]1([NH:29][C:25]([C:9]2[N:10]=[C:11]([N:12]3[CH2:17][CH2:16][N:15]4[C:18]([C:21]([F:24])([F:22])[F:23])=[N:19][N:20]=[C:14]4[CH2:13]3)[C:6]3[CH:5]=[C:4]([CH2:1][CH2:2][CH3:3])[S:28][C:7]=3[N:8]=2)=[O:27])[CH:35]=[CH:34][CH:33]=[CH:32][CH:31]=1. The yield is 0.720. (7) The reactants are [Br:1][C:2]1[CH:3]=[C:4]([NH:9][C:10]([C:13]2[C:17]([NH:18][CH2:19][CH2:20][O:21][CH3:22])=[N:16][O:15][N:14]=2)=[N:11][OH:12])[CH:5]=[CH:6][C:7]=1[F:8].[C:23](N1C=CN=C1)(N1C=CN=C1)=[O:24]. The catalyst is C(OCC)(=O)C. The product is [Br:1][C:2]1[CH:3]=[C:4]([N:9]2[C:23](=[O:24])[O:12][N:11]=[C:10]2[C:13]2[C:17]([NH:18][CH2:19][CH2:20][O:21][CH3:22])=[N:16][O:15][N:14]=2)[CH:5]=[CH:6][C:7]=1[F:8]. The yield is 0.980. (8) The reactants are Cl[C:2]1[N:10]=[CH:9][N:8]=[C:7]2[C:3]=1[N:4]=[CH:5][N:6]2[CH:11]1[CH2:16][CH2:15][CH2:14][CH2:13][O:12]1.ClC1N=CN=C2C=1NC=N2.C(O)(=O)C(O)=O.[OH:33][CH2:34][CH:35]([CH3:39])[CH2:36][CH2:37][NH2:38].C(N(CC)CC)C. The catalyst is C(O)CC. The product is [OH:33][CH2:34][CH:35]([CH3:39])[CH2:36][CH2:37][NH:38][C:2]1[N:10]=[CH:9][N:8]=[C:7]2[C:3]=1[N:4]=[CH:5][N:6]2[CH:11]1[CH2:16][CH2:15][CH2:14][CH2:13][O:12]1. The yield is 0.750. (9) The reactants are [NH2:1][N:2]1[CH2:7][CH2:6][CH2:5][CH2:4][CH2:3]1.C[Al](C)C.C1(C)C=CC=CC=1.C([O:21][C:22]([C:24]1[CH:28]=[C:27]([C:29]2[CH:34]=[CH:33][C:32]([Cl:35])=[CH:31][C:30]=2[Cl:36])[N:26]([C:37]2[CH:42]=[CH:41][C:40]([Si:43]([CH3:46])([CH3:45])[CH3:44])=[CH:39][CH:38]=2)[C:25]=1[CH3:47])=O)C.Cl. The catalyst is C(Cl)(Cl)Cl. The product is [N:2]1([NH:1][C:22]([C:24]2[CH:28]=[C:27]([C:29]3[CH:34]=[CH:33][C:32]([Cl:35])=[CH:31][C:30]=3[Cl:36])[N:26]([C:37]3[CH:42]=[CH:41][C:40]([Si:43]([CH3:46])([CH3:45])[CH3:44])=[CH:39][CH:38]=3)[C:25]=2[CH3:47])=[O:21])[CH2:7][CH2:6][CH2:5][CH2:4][CH2:3]1. The yield is 0.160.